Dataset: Full USPTO retrosynthesis dataset with 1.9M reactions from patents (1976-2016). Task: Predict the reactants needed to synthesize the given product. (1) Given the product [NH2:8][C:7]1[C:2]([CH3:1])=[C:3]([N:11]([CH2:33][C:34]2[CH:35]=[CH:36][C:37]([C:38]#[N:39])=[CH:40][CH:41]=2)[CH2:12][C:13]2[CH:14]=[CH:15][C:16]([O:19][C:20]3[CH:25]=[CH:24][CH:23]=[C:22]([O:26][CH2:27][CH:28]4[CH2:32][CH2:31][O:30][CH2:29]4)[CH:21]=3)=[CH:17][CH:18]=2)[CH:4]=[CH:5][CH:6]=1, predict the reactants needed to synthesize it. The reactants are: [CH3:1][C:2]1[C:7]([N+:8]([O-])=O)=[CH:6][CH:5]=[CH:4][C:3]=1[N:11]([CH2:33][C:34]1[CH:41]=[CH:40][C:37]([C:38]#[N:39])=[CH:36][CH:35]=1)[CH2:12][C:13]1[CH:18]=[CH:17][C:16]([O:19][C:20]2[CH:25]=[CH:24][CH:23]=[C:22]([O:26][CH2:27][CH:28]3[CH2:32][CH2:31][O:30][CH2:29]3)[CH:21]=2)=[CH:15][CH:14]=1.[Cl-].[NH4+]. (2) Given the product [CH3:1][O:2][C:3]([C@@H:5]1[CH2:18][C@@H:17]([Br:49])[C:16](=[O:20])[C@H:15]2[C@@:6]1([CH3:28])[CH2:7][CH2:8][C@H:9]1[C@:14]2([CH3:21])[CH2:13][C@@H:12]([C:22]2[CH:26]=[CH:25][O:24][CH:23]=2)[O:11][C:10]1=[O:27])=[O:4], predict the reactants needed to synthesize it. The reactants are: [CH3:1][O:2][C:3]([C@@H:5]1[CH2:18][C@H:17](O)[C:16](=[O:20])[C@H:15]2[C@@:6]1([CH3:28])[CH2:7][CH2:8][C@H:9]1[C@:14]2([CH3:21])[CH2:13][C@@H:12]([C:22]2[CH:26]=[CH:25][O:24][CH:23]=2)[O:11][C:10]1=[O:27])=[O:4].C1(P(C2C=CC=CC=2)C2C=CC=CC=2)C=CC=CC=1.C(Br)(Br)[Br:49]. (3) Given the product [ClH:37].[F:22][C:14]1[CH:15]=[N:16][C:17]2[CH:18]=[CH:19][C:20](=[O:21])[N:11]3[CH2:10][CH:9]([CH2:8][N:5]4[CH2:6][CH2:7][C@H:2]([NH:1][CH2:35][C:33]5[CH:32]=[CH:31][C:28]6[S:29][CH2:30][C:25](=[O:24])[NH:26][C:27]=6[N:34]=5)[C@H:3]([F:23])[CH2:4]4)[C:13]=1[C:12]=23, predict the reactants needed to synthesize it. The reactants are: [NH2:1][C@H:2]1[CH2:7][CH2:6][N:5]([CH2:8][CH:9]2[C:13]3=[C:14]([F:22])[CH:15]=[N:16][C:17]4[CH:18]=[CH:19][C:20](=[O:21])[N:11]([C:12]=43)[CH2:10]2)[CH2:4][C@H:3]1[F:23].[O:24]=[C:25]1[CH2:30][S:29][C:28]2[CH:31]=[CH:32][C:33]([CH:35]=O)=[N:34][C:27]=2[NH:26]1.[Cl:37]CCl.CO. (4) Given the product [CH2:26]([S:28]([N:1]1[CH2:7][CH2:6][CH2:5][CH:4]([C:8]2[C:16]3[C:11](=[C:12]([C:23]([NH2:25])=[O:24])[CH:13]=[C:14]([C:17]4[CH:22]=[CH:21][CH:20]=[CH:19][CH:18]=4)[CH:15]=3)[NH:10][CH:9]=2)[CH2:3][CH2:2]1)(=[O:30])=[O:29])[CH3:27], predict the reactants needed to synthesize it. The reactants are: [NH:1]1[CH2:7][CH2:6][CH2:5][CH:4]([C:8]2[C:16]3[C:11](=[C:12]([C:23]([NH2:25])=[O:24])[CH:13]=[C:14]([C:17]4[CH:22]=[CH:21][CH:20]=[CH:19][CH:18]=4)[CH:15]=3)[NH:10][CH:9]=2)[CH2:3][CH2:2]1.[CH2:26]([S:28](Cl)(=[O:30])=[O:29])[CH3:27].C(N(CC)CC)C.